From a dataset of Full USPTO retrosynthesis dataset with 1.9M reactions from patents (1976-2016). Predict the reactants needed to synthesize the given product. (1) Given the product [N:40]1([CH2:39][CH2:38][N:9]([CH2:8][CH2:7][N:1]2[CH2:2][CH2:3][CH2:4][CH2:5][CH2:6]2)[C:10]2[C:23]3[O:22][CH2:21][CH2:20][N:19]4[C:15](=[C:16]([CH:32]5[CH2:37][CH2:36][CH2:35][CH2:34][CH2:33]5)[C:17]5[CH:27]=[CH:26][C:25]([C:28]([OH:30])=[O:29])=[CH:24][C:18]=54)[C:14]=3[CH:13]=[CH:12][CH:11]=2)[CH2:41][CH2:42][CH2:43][CH2:44][CH2:45]1, predict the reactants needed to synthesize it. The reactants are: [N:1]1([CH2:7][CH2:8][N:9]([CH2:38][CH2:39][N:40]2[CH2:45][CH2:44][CH2:43][CH2:42][CH2:41]2)[C:10]2[C:23]3[O:22][CH2:21][CH2:20][N:19]4[C:15](=[C:16]([CH:32]5[CH2:37][CH2:36][CH2:35][CH2:34][CH2:33]5)[C:17]5[CH:27]=[CH:26][C:25]([C:28]([O:30]C)=[O:29])=[CH:24][C:18]=54)[C:14]=3[CH:13]=[CH:12][CH:11]=2)[CH2:6][CH2:5][CH2:4][CH2:3][CH2:2]1.[OH-].[Na+].Cl. (2) Given the product [OH:57][C:50]1[C:49]([CH2:48][NH:47][C:11](=[O:13])[C:10]2[CH:9]=[CH:8][C:7]([CH:5]([O:4][CH:1]([CH3:2])[CH3:3])[CH3:6])=[CH:15][CH:14]=2)=[C:54]([CH3:55])[CH:53]=[C:52]([CH3:56])[N:51]=1, predict the reactants needed to synthesize it. The reactants are: [CH:1]([O:4][CH:5]([C:7]1[CH:15]=[CH:14][C:10]([C:11]([OH:13])=O)=[CH:9][CH:8]=1)[CH3:6])([CH3:3])[CH3:2].CN(C(ON1N=NC2C=CC=NC1=2)=[N+](C)C)C.F[P-](F)(F)(F)(F)F.C(N(CC)CC)C.[NH2:47][CH2:48][C:49]1[C:50]([OH:57])=[N:51][C:52]([CH3:56])=[CH:53][C:54]=1[CH3:55].